From a dataset of Forward reaction prediction with 1.9M reactions from USPTO patents (1976-2016). Predict the product of the given reaction. (1) Given the reactants [Cl:1][C:2]1[CH:7]=[CH:6][C:5]([O:8][CH3:9])=[CH:4][C:3]=1[CH2:10][C:11](=[O:13])[CH3:12].[Cr](Cl)([O-])(=O)=[O:15].[NH+]1C=CC=CC=1.N1C=CC=CC=1, predict the reaction product. The product is: [Cl:1][C:2]1[CH:7]=[CH:6][C:5]([O:8][CH3:9])=[CH:4][C:3]=1[C:10](=[O:15])[C:11](=[O:13])[CH3:12]. (2) Given the reactants [Cl:1][C:2]1[N:7]=[C:6]([CH2:8]C(C2C=C(NC(=O)OCC=C)C=CC=2)=O)[CH:5]=[CH:4][N:3]=1.[F:24][C:25]1[C:34]([NH:35][C:36]([O:38][CH2:39][CH:40]=[CH2:41])=[O:37])=[CH:33][CH:32]=[C:31]([F:42])[C:26]=1[C:27]([O:29]C)=O.ClC1N=C(C)C=CN=1, predict the reaction product. The product is: [Cl:1][C:2]1[N:7]=[C:6]([CH2:8][C:27]([C:26]2[C:25]([F:24])=[C:34]([NH:35][C:36](=[O:37])[O:38][CH2:39][CH:40]=[CH2:41])[CH:33]=[CH:32][C:31]=2[F:42])=[O:29])[CH:5]=[CH:4][N:3]=1. (3) Given the reactants Br.Br.[CH2:3]1[C:7]2[CH2:8][NH:9][CH2:10][C:6]=2[CH2:5][NH:4]1.C(=O)([O-])O.[Na+].[C:16](O[C:16]([O:18][C:19]([CH3:22])([CH3:21])[CH3:20])=[O:17])([O:18][C:19]([CH3:22])([CH3:21])[CH3:20])=[O:17], predict the reaction product. The product is: [CH2:3]1[C:7]2[CH2:8][NH:9][CH2:10][C:6]=2[CH2:5][N:4]1[C:16]([O:18][C:19]([CH3:22])([CH3:21])[CH3:20])=[O:17]. (4) Given the reactants [Br:1][C:2]1[C:3]([CH3:9])=[C:4]([CH:6]=[CH:7][CH:8]=1)[NH2:5].Cl[CH2:11][C:12]1[CH:17]=[CH:16][CH:15]=[CH:14][C:13]=1[CH2:18]Cl.C(=O)([O-])[O-].[K+].[K+], predict the reaction product. The product is: [Br:1][C:2]1[C:3]([CH3:9])=[C:4]([N:5]2[CH2:18][C:13]3[C:12](=[CH:17][CH:16]=[CH:15][CH:14]=3)[CH2:11]2)[CH:6]=[CH:7][CH:8]=1. (5) Given the reactants C([NH:8][OH:9])(OC(C)(C)C)=O.[H-].[Na+].[CH3:12][O:13][C:14]1[CH:21]=[CH:20][C:17]([CH2:18]Cl)=[CH:16][CH:15]=1.Cl, predict the reaction product. The product is: [NH2:8][O:9][CH2:18][C:17]1[CH:20]=[CH:21][C:14]([O:13][CH3:12])=[CH:15][CH:16]=1.